This data is from Full USPTO retrosynthesis dataset with 1.9M reactions from patents (1976-2016). The task is: Predict the reactants needed to synthesize the given product. (1) The reactants are: Br[C:2]1[CH:3]=[C:4]2[N:13]([CH3:14])[CH:12]=[CH:11][C:5]2=[N:6][C:7]=1[C@@H:8]([NH2:10])[CH3:9].CC(C)([O-])C.[K+].[NH:21]1[CH2:26][CH2:25][O:24][CH2:23][CH2:22]1. Given the product [CH3:14][N:13]1[C:4]2[C:5](=[N:6][C:7]([C@@H:8]([NH2:10])[CH3:9])=[C:2]([N:21]3[CH2:26][CH2:25][O:24][CH2:23][CH2:22]3)[CH:3]=2)[CH:11]=[CH:12]1, predict the reactants needed to synthesize it. (2) The reactants are: Cl[C:2]1[CH:7]=[CH:6][C:5]2=[N:8][C:9]3[C:22]4[CH:21]=[CH:20][CH:19]=[CH:18][C:17]=4[N:16]([CH3:23])[C:15]4[C:10]=3[C:11]([CH:12]=[C:13]([CH2:24][CH2:25][CH2:26][O:27][C:28](=[O:30])[CH3:29])[CH:14]=4)=[C:4]2[CH:3]=1.[C:31]([N:35]1[CH2:40][CH2:39][O:38][CH2:37][CH2:36]1)(=[O:34])[CH:32]=[CH2:33]. Given the product [N:35]1([C:31](=[O:34])/[CH:32]=[CH:33]/[C:2]2[CH:7]=[CH:6][C:5]3=[N:8][C:9]4[C:22]5[CH:21]=[CH:20][CH:19]=[CH:18][C:17]=5[N:16]([CH3:23])[C:15]5[C:10]=4[C:11]([CH:12]=[C:13]([CH2:24][CH2:25][CH2:26][O:27][C:28](=[O:30])[CH3:29])[CH:14]=5)=[C:4]3[CH:3]=2)[CH2:40][CH2:39][O:38][CH2:37][CH2:36]1, predict the reactants needed to synthesize it. (3) Given the product [C:55]1([N:54]([C:61]2[CH:62]=[CH:63][CH:64]=[CH:65][CH:66]=2)[C:53]([C:46]2[C:47]3[C:52](=[CH:51][CH:50]=[CH:49][CH:48]=3)[N:44]([C:20]3[CH:19]=[CH:18][C:17]([NH:16][CH3:3])=[CH:43][C:21]=3[C:22]([N:24]3[C@H:33]([CH2:34][NH:35][C:36](=[O:42])[O:37][C:38]([CH3:41])([CH3:40])[CH3:39])[CH2:32][C:31]4[C:26](=[CH:27][CH:28]=[CH:29][CH:30]=4)[CH2:25]3)=[O:23])[N:45]=2)=[O:67])[CH:60]=[CH:59][CH:58]=[CH:57][CH:56]=1, predict the reactants needed to synthesize it. The reactants are: C=O.[C:3](O[BH-](OC(=O)C)OC(=O)C)(=O)C.[NH2:16][C:17]1[CH:18]=[CH:19][C:20]([N:44]2[C:52]3[C:47](=[CH:48][CH:49]=[CH:50][CH:51]=3)[C:46]([C:53](=[O:67])[N:54]([C:61]3[CH:66]=[CH:65][CH:64]=[CH:63][CH:62]=3)[C:55]3[CH:60]=[CH:59][CH:58]=[CH:57][CH:56]=3)=[N:45]2)=[C:21]([CH:43]=1)[C:22]([N:24]1[C@H:33]([CH2:34][NH:35][C:36](=[O:42])[O:37][C:38]([CH3:41])([CH3:40])[CH3:39])[CH2:32][C:31]2[C:26](=[CH:27][CH:28]=[CH:29][CH:30]=2)[CH2:25]1)=[O:23]. (4) The reactants are: [CH3:1][N:2]([CH3:24])[C:3]1[N:11]=[CH:10][N:9]=[C:8]2[C:4]=1[N:5]=[CH:6][N:7]2[C@H:12]1[C@@H:16]2[O:17][C:18]([CH3:21])([CH3:20])[O:19][C@@H:15]2[C@@H:14]([CH2:22][OH:23])[O:13]1.[H-].[Na+].[C:27]1([CH3:37])[CH:32]=[CH:31][C:30]([S:33](Cl)(=[O:35])=[O:34])=[CH:29][CH:28]=1.O. Given the product [CH3:37][C:27]1[CH:32]=[CH:31][C:30]([S:33]([O:23][CH2:22][C@@H:14]2[C@@H:15]3[C@@H:16]([O:17][C:18]([CH3:21])([CH3:20])[O:19]3)[C@H:12]([N:7]3[CH:6]=[N:5][C:4]4[C:8]3=[N:9][CH:10]=[N:11][C:3]=4[N:2]([CH3:1])[CH3:24])[O:13]2)(=[O:35])=[O:34])=[CH:29][CH:28]=1, predict the reactants needed to synthesize it. (5) Given the product [CH2:1]([N:5]1[C:9](=[O:10])[C:8]2=[CH:11][C:12]([NH2:15])=[CH:13][CH:14]=[C:7]2[C:6]1=[O:18])[CH2:2][CH2:3][CH3:4], predict the reactants needed to synthesize it. The reactants are: [CH2:1]([N:5]1[C:9](=[O:10])[C:8]2=[CH:11][C:12]([N+:15]([O-])=O)=[CH:13][CH:14]=[C:7]2[C:6]1=[O:18])[CH2:2][CH2:3][CH3:4].S(S([O-])=O)([O-])=O.[Na+].[Na+].C(=O)([O-])[O-].[Na+].[Na+]. (6) Given the product [CH2:18]([O:17][C:14]1[CH:15]=[C:16]2[C:11]([CH:10]=[C:9]([C:20]3[CH:21]=[CH:22][C:23]([N+:26]([O-:28])=[O:27])=[CH:24][CH:25]=3)[NH:8]2)=[CH:12][CH:13]=1)[CH3:19], predict the reactants needed to synthesize it. The reactants are: C(OC([N:8]1[C:16]2[C:11](=[CH:12][CH:13]=[C:14]([O:17][CH2:18][CH3:19])[CH:15]=2)[CH:10]=[C:9]1[C:20]1[CH:25]=[CH:24][C:23]([N+:26]([O-:28])=[O:27])=[CH:22][CH:21]=1)=O)(C)(C)C.C(O)(C(F)(F)F)=O. (7) Given the product [Cl:1][C:2]1[CH:7]=[C:6]([Cl:8])[CH:5]=[CH:4][C:3]=1[C:9]1[C:10]([C:20]#[N:21])=[C:11]([C:27]2[CH2:32][CH2:31][O:30][CH2:29][CH:28]=2)[S:12][C:13]=1[C:14]1[NH:18][CH:17]=[N:16][N:15]=1, predict the reactants needed to synthesize it. The reactants are: [Cl:1][C:2]1[CH:7]=[C:6]([Cl:8])[CH:5]=[CH:4][C:3]=1[C:9]1[C:10]([C:20]#[N:21])=[C:11](I)[S:12][C:13]=1[C:14]1[NH:18][CH:17]=[N:16][N:15]=1.C([Sn](CCCC)(CCCC)[C:27]1[CH2:28][CH2:29][O:30][CH2:31][CH:32]=1)CCC.[Cl-].[Li+].